This data is from Full USPTO retrosynthesis dataset with 1.9M reactions from patents (1976-2016). The task is: Predict the reactants needed to synthesize the given product. (1) Given the product [CH3:13][O:14][C:15]([C@H:17]1[CH2:22][CH2:21][C@H:20]([C:23]2[O:5][N:4]=[C:1]([CH3:2])[N:3]=2)[CH2:19][CH2:18]1)=[O:16], predict the reactants needed to synthesize it. The reactants are: [C:1](=[N:4][OH:5])([NH2:3])[CH3:2].C(N(CC)CC)C.[CH3:13][O:14][C:15]([C@H:17]1[CH2:22][CH2:21][C@H:20]([C:23](Cl)=O)[CH2:19][CH2:18]1)=[O:16]. (2) Given the product [CH2:13]([O:12][C:10]1[CH:9]=[CH:8][C:6]2[N:7]=[C:2]([CH3:22])[C:3]3[N:4]([C:15]([CH2:19][CH2:20][CH3:21])=[N:16][C:17]=3[CH3:18])[C:5]=2[N:11]=1)[CH3:14], predict the reactants needed to synthesize it. The reactants are: Cl[C:2]1[C:3]2[N:4]([C:15]([CH2:19][CH2:20][CH3:21])=[N:16][C:17]=2[CH3:18])[C:5]2[N:11]=[C:10]([O:12][CH2:13][CH3:14])[CH:9]=[CH:8][C:6]=2[N:7]=1.[CH3:22][Mg]Br.[Cl-].[NH4+]. (3) Given the product [NH:26]1[C:34]2[CH:33]=[CH:32][N:31]=[CH:30][C:29]=2[CH:28]=[C:27]1[C:35]([NH:1][CH2:2][CH2:3][CH2:4][CH2:5][N:6]1[CH2:11][CH2:10][N:9]([C:12]([O:14][C:15]([CH3:18])([CH3:17])[CH3:16])=[O:13])[CH2:8][CH2:7]1)=[O:36], predict the reactants needed to synthesize it. The reactants are: [NH2:1][CH2:2][CH2:3][CH2:4][CH2:5][N:6]1[CH2:11][CH2:10][N:9]([C:12]([O:14][C:15]([CH3:18])([CH3:17])[CH3:16])=[O:13])[CH2:8][CH2:7]1.CCN(CC)CC.[NH:26]1[C:34]2[CH:33]=[CH:32][N:31]=[CH:30][C:29]=2[CH:28]=[C:27]1[C:35](O)=[O:36].CN(C(ON1N=NC2C=CC=CC1=2)=[N+](C)C)C.F[P-](F)(F)(F)(F)F. (4) Given the product [CH3:46][O:47][C:48](=[O:55])/[CH:49]=[C:50](\[CH3:54])/[CH2:51][CH2:52][S:1][C:2]1[N:6]([C:7]2[CH:12]=[CH:11][CH:10]=[CH:9][CH:8]=2)[N:5]=[N:4][N:3]=1, predict the reactants needed to synthesize it. The reactants are: [SH:1][C:2]1[N:6]([C:7]2[CH:12]=[CH:11][CH:10]=[CH:9][CH:8]=2)[N:5]=[N:4][N:3]=1.C1(P(C2C=CC=CC=2)C2C=CC=CC=2)C=CC=CC=1.N(C(OC(C)C)=O)=NC(OC(C)C)=O.[CH3:46][O:47][C:48](=[O:55])/[CH:49]=[C:50](\[CH3:54])/[CH2:51][CH2:52]O. (5) Given the product [Cl:26][C:5]1[C:6]([C:8]2[C:16]3[C:11](=[CH:12][CH:13]=[CH:14][CH:15]=3)[N:10]([S:17]([C:20]3[CH:25]=[CH:24][CH:23]=[CH:22][CH:21]=3)(=[O:19])=[O:18])[CH:9]=2)=[N:7][C:2]([NH:37][C:29]23[CH2:35][CH:33]4[CH2:32][CH:31]([CH2:36][C:27]([NH2:38])([CH2:34]4)[CH2:28]2)[CH2:30]3)=[N:3][CH:4]=1, predict the reactants needed to synthesize it. The reactants are: Cl[C:2]1[N:7]=[C:6]([C:8]2[C:16]3[C:11](=[CH:12][CH:13]=[CH:14][CH:15]=3)[N:10]([S:17]([C:20]3[CH:25]=[CH:24][CH:23]=[CH:22][CH:21]=3)(=[O:19])=[O:18])[CH:9]=2)[C:5]([Cl:26])=[CH:4][N:3]=1.[C:27]12([NH2:38])[CH2:36][CH:31]3[CH2:32][CH:33]([CH2:35][C:29]([NH2:37])([CH2:30]3)[CH2:28]1)[CH2:34]2.CCN(C(C)C)C(C)C.